This data is from Reaction yield outcomes from USPTO patents with 853,638 reactions. The task is: Predict the reaction yield, written as a fraction of the theoretical maximum amount of product (1.0 means a 100% yield; for example, 0.34 means a 34% yield). (1) The reactants are [CH3:1][O:2][C:3](=[O:40])[C:4]1[CH:9]=[CH:8][C:7]([O:10][CH2:11][CH2:12][C:13]2[C:21]3[C:16](=[CH:17][CH:18]=[C:19]([Cl:22])[CH:20]=3)[N:15]([CH:23]([C:30]3[CH:35]=[CH:34][CH:33]=[CH:32][CH:31]=3)[C:24]3[CH:29]=[CH:28][CH:27]=[CH:26][CH:25]=3)[C:14]=2[CH2:36][CH2:37][CH2:38]O)=[CH:6][CH:5]=1.C1(P(C2C=CC=CC=2)C2C=CC=CC=2)C=CC=CC=1.C(Br)(Br)(Br)[Br:61]. The catalyst is C(Cl)Cl. The product is [CH3:1][O:2][C:3](=[O:40])[C:4]1[CH:9]=[CH:8][C:7]([O:10][CH2:11][CH2:12][C:13]2[C:21]3[C:16](=[CH:17][CH:18]=[C:19]([Cl:22])[CH:20]=3)[N:15]([CH:23]([C:30]3[CH:35]=[CH:34][CH:33]=[CH:32][CH:31]=3)[C:24]3[CH:29]=[CH:28][CH:27]=[CH:26][CH:25]=3)[C:14]=2[CH2:36][CH2:37][CH2:38][Br:61])=[CH:6][CH:5]=1. The yield is 0.860. (2) The reactants are [CH2:1]([O:3][C:4](=[O:16])[CH2:5][C@H:6]1[C:14]2[C:9](=[CH:10][C:11]([OH:15])=[CH:12][CH:13]=2)[CH2:8][CH2:7]1)[CH3:2].[CH2:17]([O:19][CH:20]([O:23][CH2:24][CH3:25])[CH2:21]Br)[CH3:18].C([O-])([O-])=O.[Cs+].[Cs+].O. The catalyst is CN(C=O)C. The product is [CH2:17]([O:19][CH:20]([O:23][CH2:24][CH3:25])[CH2:21][O:15][C:11]1[CH:10]=[C:9]2[C:14](=[CH:13][CH:12]=1)[C@H:6]([CH2:5][C:4]([O:3][CH2:1][CH3:2])=[O:16])[CH2:7][CH2:8]2)[CH3:18]. The yield is 0.680. (3) The reactants are Br[CH2:2][C:3]([C:5]1[C:10]([CH3:11])=[CH:9][C:8]([O:12][C:13]2[N:18]=[CH:17][CH:16]=[CH:15][N:14]=2)=[CH:7][C:6]=1[CH3:19])=O.[NH2:20][C:21]([NH2:23])=[S:22]. The catalyst is CCO. The product is [CH3:19][C:6]1[CH:7]=[C:8]([O:12][C:13]2[N:18]=[CH:17][CH:16]=[CH:15][N:14]=2)[CH:9]=[C:10]([CH3:11])[C:5]=1[C:3]1[N:20]=[C:21]([NH2:23])[S:22][CH:2]=1. The yield is 0.0910. (4) The reactants are C(O[C:4](=[NH:18])[CH:5]1[CH2:10][CH2:9][N:8]([C:11]([O:13][C:14]([CH3:17])([CH3:16])[CH3:15])=[O:12])[CH2:7][CH2:6]1)C.[CH:19]([NH:21][NH2:22])=O. The catalyst is O1CCOCC1. The product is [NH:21]1[CH:19]=[N:18][C:4]([CH:5]2[CH2:6][CH2:7][N:8]([C:11]([O:13][C:14]([CH3:15])([CH3:16])[CH3:17])=[O:12])[CH2:9][CH2:10]2)=[N:22]1. The yield is 0.920. (5) The product is [F:32][C:33]1[CH:34]=[C:35]([N:47]2[CH2:52][CH2:51][O:50][CH2:49][CH2:48]2)[CH:36]=[CH:37][C:38]=1[CH2:39][N:40]1[CH2:45][CH2:44][N:43]([C:2]([O:20][CH:15]([C:16]([F:19])([F:18])[F:17])[C:14]([F:22])([F:21])[F:13])=[O:4])[C@@H:42]([CH3:46])[CH2:41]1. The reactants are Cl[C:2](Cl)([O:4]C(=O)OC(Cl)(Cl)Cl)Cl.[F:13][C:14]([F:22])([F:21])[CH:15]([OH:20])[C:16]([F:19])([F:18])[F:17].C(N(C(C)C)C(C)C)C.[F:32][C:33]1[CH:34]=[C:35]([N:47]2[CH2:52][CH2:51][O:50][CH2:49][CH2:48]2)[CH:36]=[CH:37][C:38]=1[CH2:39][N:40]1[CH2:45][CH2:44][NH:43][C@@H:42]([CH3:46])[CH2:41]1. The catalyst is CN(C)C1C=CN=CC=1.O.ClCCl. The yield is 0.920.